From a dataset of Blood-brain barrier permeability classification from the B3DB database. Regression/Classification. Given a drug SMILES string, predict its absorption, distribution, metabolism, or excretion properties. Task type varies by dataset: regression for continuous measurements (e.g., permeability, clearance, half-life) or binary classification for categorical outcomes (e.g., BBB penetration, CYP inhibition). Dataset: b3db_classification. (1) The drug is CC(C)c1nc(CN(C)C(=O)NC(CCN2CCOCC2)C(=O)NC(CCC(Cc2ccccc2)NC(=O)OCc2cncs2)Cc2ccccc2)cs1. The result is 0 (does not penetrate BBB). (2) The drug is CN(C)[C@@H]1C(=O)C(C(N)=O)=C(O)[C@@]2(O)C(=O)C3=C(O)c4c(ccc(N)c4O)C[C@H]3C[C@@H]12. The result is 0 (does not penetrate BBB). (3) The compound is CCOc1ccc2ccccc2c1C(=O)N[C@H]1C(=O)N2[C@@H](C(=O)O)C(C)(C)S[C@H]12. The result is 0 (does not penetrate BBB). (4) The drug is O=C(O)CNC(=O)c1ccccc1O. The result is 1 (penetrates BBB). (5) The molecule is O=C(O)CC[C@]1(CCC(=O)NCc2cc3cc(F)ccc3[nH]2)CCC(=O)N1. The result is 1 (penetrates BBB).